From a dataset of Reaction yield outcomes from USPTO patents with 853,638 reactions. Predict the reaction yield, written as a fraction of the theoretical maximum amount of product (1.0 means a 100% yield; for example, 0.34 means a 34% yield). (1) The reactants are [NH2:1][C:2]1[CH:7]=[CH:6][CH:5]=[CH:4][C:3]=1[NH:8][C:9](=[O:31])[C:10]1[CH:15]=[CH:14][C:13]([CH:16]=[CH:17][C:18]2[N:23]=[C:22]([NH2:24])[N:21]=[C:20]([N:25]3[CH2:30][CH2:29][CH2:28][CH2:27][CH2:26]3)[N:19]=2)=[CH:12][CH:11]=1. The catalyst is CO.[Pd]. The product is [NH2:1][C:2]1[CH:7]=[CH:6][CH:5]=[CH:4][C:3]=1[NH:8][C:9](=[O:31])[C:10]1[CH:15]=[CH:14][C:13]([CH2:16][CH2:17][C:18]2[N:23]=[C:22]([NH2:24])[N:21]=[C:20]([N:25]3[CH2:26][CH2:27][CH2:28][CH2:29][CH2:30]3)[N:19]=2)=[CH:12][CH:11]=1. The yield is 0.560. (2) The yield is 0.880. The catalyst is C1COCC1. The reactants are [C:1]1([CH3:14])[CH:6]=[CH:5][CH:4]=[CH:3][C:2]=1[NH:7][C:8](=O)[C:9]([CH3:12])([CH3:11])[CH3:10].[Li]CCCC.[NH4+].[Cl-]. The product is [C:9]([C:8]1[NH:7][C:2]2[C:1]([CH:14]=1)=[CH:6][CH:5]=[CH:4][CH:3]=2)([CH3:12])([CH3:11])[CH3:10].